This data is from Reaction yield outcomes from USPTO patents with 853,638 reactions. The task is: Predict the reaction yield, written as a fraction of the theoretical maximum amount of product (1.0 means a 100% yield; for example, 0.34 means a 34% yield). (1) The reactants are C(Cl)(=O)C(Cl)=O.[Cl:7][C:8]1[C:9]([CH3:37])=[C:10]([CH2:14][N:15]2[C:19]3[CH:20]=[C:21]([N:27]4[CH2:32][CH2:31][O:30][CH2:29][CH2:28]4)[CH:22]=[C:23]([C:24](O)=O)[C:18]=3[N:17]=[C:16]2[C:33]([F:36])([F:35])[F:34])[CH:11]=[CH:12][CH:13]=1.COC(OC)[N:41]([CH3:43])C.O.[NH2:47][NH2:48]. The catalyst is ClCCl. The yield is 0.199. The product is [Cl:7][C:8]1[C:9]([CH3:37])=[C:10]([CH2:14][N:15]2[C:19]3[CH:20]=[C:21]([N:27]4[CH2:32][CH2:31][O:30][CH2:29][CH2:28]4)[CH:22]=[C:23]([C:24]4[N:41]=[CH:43][NH:48][N:47]=4)[C:18]=3[N:17]=[C:16]2[C:33]([F:35])([F:34])[F:36])[CH:11]=[CH:12][CH:13]=1. (2) The reactants are Cl[C:2]1[CH:3]=[N:4][CH:5]=[C:6]([C:10]2[CH:11]=[C:12]3[C:16](=[CH:17][CH:18]=2)[N:15]([C:19](=[O:31])[CH2:20][C:21]2[CH:26]=[CH:25][CH:24]=[C:23]([C:27]([F:30])([F:29])[F:28])[CH:22]=2)[CH2:14][CH2:13]3)[C:7]=1[C:8]#[N:9].O.[NH2:33][NH2:34]. The catalyst is C(O)C. The product is [F:28][C:27]([F:29])([F:30])[C:23]1[CH:22]=[C:21]([CH2:20][C:19]([N:15]2[C:16]3[C:12](=[CH:11][C:10]([C:6]4[CH:5]=[N:4][CH:3]=[C:2]5[NH:33][N:34]=[C:8]([NH2:9])[C:7]=45)=[CH:18][CH:17]=3)[CH2:13][CH2:14]2)=[O:31])[CH:26]=[CH:25][CH:24]=1. The yield is 0.253. (3) The reactants are [ClH:1].CC([N:6]([C:10]1([C:16]([NH:18][C@@H:19]([CH2:33][CH3:34])/[CH:20]=[CH:21]/[C:22]([N:24]2[C:32]3[C:27](=[CH:28][CH:29]=[CH:30][CH:31]=3)[CH2:26][CH2:25]2)=[O:23])=[O:17])[CH2:15][CH2:14][O:13][CH2:12][CH2:11]1)C(=O)[O-])(C)C. The catalyst is C(O)(C)C. The product is [ClH:1].[NH2:6][C:10]1([C:16]([NH:18][C@@H:19]([CH2:33][CH3:34])/[CH:20]=[CH:21]/[C:22]([N:24]2[C:32]3[C:27](=[CH:28][CH:29]=[CH:30][CH:31]=3)[CH2:26][CH2:25]2)=[O:23])=[O:17])[CH2:15][CH2:14][O:13][CH2:12][CH2:11]1. The yield is 0.890. (4) The reactants are [F:1][C:2]1[CH:3]=[C:4]([CH:6]=[CH:7][C:8]=1[N+:9]([O-:11])=[O:10])[NH2:5].C(OCC)(=O)C.[Br:18]N1C(=O)CCC1=O. The catalyst is CS(C)=O. The product is [Br:18][C:6]1[CH:7]=[C:8]([N+:9]([O-:11])=[O:10])[C:2]([F:1])=[CH:3][C:4]=1[NH2:5]. The yield is 0.500.